Dataset: Forward reaction prediction with 1.9M reactions from USPTO patents (1976-2016). Task: Predict the product of the given reaction. The product is: [Cl:1][C:2]1[CH:3]=[C:4]([N:10]2[C:14]([CH3:15])=[C:13]([O:16][C:17]3[CH:25]=[CH:24][C:20]([C:21]([NH:34][CH2:33][C:28]4[CH:29]=[CH:30][CH:31]=[CH:32][N:27]=4)=[O:22])=[CH:19][CH:18]=3)[C:12]([CH3:26])=[N:11]2)[CH:5]=[CH:6][C:7]=1[C:8]#[N:9]. Given the reactants [Cl:1][C:2]1[CH:3]=[C:4]([N:10]2[C:14]([CH3:15])=[C:13]([O:16][C:17]3[CH:25]=[CH:24][C:20]([C:21](O)=[O:22])=[CH:19][CH:18]=3)[C:12]([CH3:26])=[N:11]2)[CH:5]=[CH:6][C:7]=1[C:8]#[N:9].[N:27]1[CH:32]=[CH:31][CH:30]=[CH:29][C:28]=1[CH2:33][NH2:34], predict the reaction product.